This data is from Full USPTO retrosynthesis dataset with 1.9M reactions from patents (1976-2016). The task is: Predict the reactants needed to synthesize the given product. Given the product [CH:2]1([CH2:1][O:4][C:5]2[CH:10]=[CH:9][CH:8]=[CH:7][C:6]=2[C:11]2[C:12]3[C:13]4[CH2:24][CH2:23][NH:22][CH2:21][CH2:20][C:14]=4[NH:15][C:16]=3[CH:17]=[CH:18][CH:19]=2)[CH2:26][CH2:3]1, predict the reactants needed to synthesize it. The reactants are: [CH2:1]([O:4][C:5]1[CH:10]=[CH:9][CH:8]=[CH:7][C:6]=1[C:11]1[C:12]2[C:13]3[CH2:24][CH2:23][NH:22][CH2:21][CH2:20][C:14]=3[NH:15][C:16]=2[CH:17]=[CH:18][CH:19]=1)[CH2:2][CH3:3].I[CH2:26]CC.